Dataset: Reaction yield outcomes from USPTO patents with 853,638 reactions. Task: Predict the reaction yield, written as a fraction of the theoretical maximum amount of product (1.0 means a 100% yield; for example, 0.34 means a 34% yield). (1) The reactants are [CH3:1][C:2]1([CH3:16])[C:7]2[CH:8]=[C:9](B(O)O)[CH:10]=[CH:11][C:6]=2[NH:5][C:4](=[O:15])[O:3]1.C(=O)([O-])[O-].[Na+].[Na+].[Br-].[Li+].[C:25]([O:28][CH2:29][CH3:30])(=O)C. The catalyst is COCCOC.O.[Pd].C1(P(C2C=CC=CC=2)C2C=CC=CC=2)C=CC=CC=1.C1(P(C2C=CC=CC=2)C2C=CC=CC=2)C=CC=CC=1.C1(P(C2C=CC=CC=2)C2C=CC=CC=2)C=CC=CC=1.C1(P(C2C=CC=CC=2)C2C=CC=CC=2)C=CC=CC=1. The product is [CH3:1][C:2]1([CH3:16])[O:3][C:4](=[O:15])[NH:5][C:6]2[CH:11]=[CH:10][C:9]([C:1]3[CH:2]=[C:7]([CH:8]=[C:29]([O:28][CH3:25])[CH:30]=3)[C:6]#[N:5])=[CH:8][C:7]1=2. The yield is 0.530. (2) The reactants are [Br:1][C:2]1[CH:7]=[CH:6][C:5]([CH2:8][NH2:9])=[C:4]([F:10])[CH:3]=1.C(N(CC)C(C)C)(C)C.[C:20]1([CH2:26][S:27](Cl)(=[O:29])=[O:28])[CH:25]=[CH:24][CH:23]=[CH:22][CH:21]=1. The catalyst is ClCCl. The product is [Br:1][C:2]1[CH:7]=[CH:6][C:5]([CH2:8][NH:9][S:27]([CH2:26][C:20]2[CH:25]=[CH:24][CH:23]=[CH:22][CH:21]=2)(=[O:29])=[O:28])=[C:4]([F:10])[CH:3]=1. The yield is 0.800. (3) The reactants are [OH:1][CH2:2][C@@:3]1([NH:22][C:23](=[O:29])[O:24][C:25]([CH3:28])([CH3:27])[CH3:26])[CH2:7][CH2:6][C@H:5]([C:8]2[CH:13]=[CH:12][C:11]([CH2:14][CH2:15][CH2:16][CH2:17][CH2:18][CH2:19][CH2:20][CH3:21])=[CH:10][CH:9]=2)[CH2:4]1.CC(OI1(OC(C)=O)(OC(C)=O)OC(=O)C2C=CC=CC1=2)=O.O. The catalyst is ClCCl. The product is [CH:2]([C@@:3]1([NH:22][C:23](=[O:29])[O:24][C:25]([CH3:28])([CH3:27])[CH3:26])[CH2:7][CH2:6][C@H:5]([C:8]2[CH:13]=[CH:12][C:11]([CH2:14][CH2:15][CH2:16][CH2:17][CH2:18][CH2:19][CH2:20][CH3:21])=[CH:10][CH:9]=2)[CH2:4]1)=[O:1]. The yield is 0.880. (4) The reactants are [F:1][C:2]1[C:3]([N:9]=[CH:10][N:11]([CH3:13])[CH3:12])=[N:4][C:5]([OH:8])=[N:6][CH:7]=1.[C:14]1([S:20](Cl)(=[O:22])=[O:21])[CH:19]=[CH:18][CH:17]=[CH:16][CH:15]=1. The catalyst is N1C=CC=CC=1. The product is [C:14]1([S:20]([N:6]2[CH:7]=[C:2]([F:1])[C:3]([N:9]=[CH:10][N:11]([CH3:13])[CH3:12])=[N:4][C:5]2=[O:8])(=[O:22])=[O:21])[CH:19]=[CH:18][CH:17]=[CH:16][CH:15]=1. The yield is 0.190. (5) The reactants are [Cl:1][C:2]1[CH:10]=[C:6]([C:7]([OH:9])=O)[C:5]([OH:11])=[CH:4][CH:3]=1.[NH2:12][C:13]1[S:14][C:15]([C:22]#[N:23])=[C:16]([C:18]([CH3:21])([CH3:20])[CH3:19])[N:17]=1. No catalyst specified. The product is [Cl:1][C:2]1[CH:3]=[CH:4][C:5]([OH:11])=[C:6]([CH:10]=1)[C:7]([NH:12][C:13]1[S:14][C:15]([C:22]#[N:23])=[C:16]([C:18]([CH3:19])([CH3:21])[CH3:20])[N:17]=1)=[O:9]. The yield is 0.634. (6) The reactants are [Cl:1][C:2]1[C:7]([CH3:8])=[CH:6][CH:5]=[C:4]([C:9]#[N:10])[N:3]=1.[Br:11]N1C(=O)CCC1=O.CC(N=NC(C#N)(C)C)(C#N)C. The catalyst is C(Cl)(Cl)(Cl)Cl. The product is [Br:11][CH2:8][C:7]1[C:2]([Cl:1])=[N:3][C:4]([C:9]#[N:10])=[CH:5][CH:6]=1. The yield is 0.400.